Dataset: Catalyst prediction with 721,799 reactions and 888 catalyst types from USPTO. Task: Predict which catalyst facilitates the given reaction. (1) Reactant: B(Br)(Br)Br.C([O:12][C:13]1[C:18]([CH3:19])=[CH:17][C:16]([C:20]2[S:21][C:22]3[C:27]([N:28]=2)=[CH:26][CH:25]=[C:24]([C:29]2([C:32]4[CH:37]=[CH:36][CH:35]=[CH:34][CH:33]=4)[CH2:31][CH2:30]2)[N:23]=3)=[CH:15][C:14]=1[CH3:38])C1C=CC=CC=1. Product: [CH3:38][C:14]1[CH:15]=[C:16]([C:20]2[S:21][C:22]3[C:27]([N:28]=2)=[CH:26][CH:25]=[C:24]([C:29]2([C:32]4[CH:33]=[CH:34][CH:35]=[CH:36][CH:37]=4)[CH2:30][CH2:31]2)[N:23]=3)[CH:17]=[C:18]([CH3:19])[C:13]=1[OH:12]. The catalyst class is: 2. (2) Reactant: [NH2:1][C:2]1[C:7]([Br:8])=[CH:6][C:5]([CH3:9])=[CH:4][N:3]=1.[CH3:10][CH:11]1[CH2:16][C:15](=[O:17])[CH2:14][C:13](=O)[CH2:12]1.O.C1(C)C=CC(S(O)(=O)=O)=CC=1.C(=O)(O)[O-].[Na+]. Product: [Br:8][C:7]1[C:2]([NH:1][C:13]2[CH2:12][CH:11]([CH3:10])[CH2:16][C:15](=[O:17])[CH:14]=2)=[N:3][CH:4]=[C:5]([CH3:9])[CH:6]=1. The catalyst class is: 11. (3) Reactant: [F:1][C:2]1[CH:7]=[CH:6][C:5](/[CH:8]=[CH:9]/[CH2:10][C:11]([CH3:25])([CH3:24])[CH2:12][NH:13][S:14]([C:17]2[CH:22]=[CH:21][C:20]([CH3:23])=[CH:19][CH:18]=2)(=[O:16])=[O:15])=[CH:4][CH:3]=1.[CH3:26][C:27]([O:30][C:31](O[C:31]([O:30][C:27]([CH3:29])([CH3:28])[CH3:26])=[O:32])=[O:32])([CH3:29])[CH3:28].O. Product: [F:1][C:2]1[CH:3]=[CH:4][C:5](/[CH:8]=[CH:9]/[CH2:10][C:11]([CH3:25])([CH3:24])[CH2:12][N:13]([S:14]([C:17]2[CH:18]=[CH:19][C:20]([CH3:23])=[CH:21][CH:22]=2)(=[O:16])=[O:15])[C:31](=[O:32])[O:30][C:27]([CH3:29])([CH3:28])[CH3:26])=[CH:6][CH:7]=1. The catalyst class is: 649. (4) Reactant: [CH2:1]1[C:9]2[C:4](=[CH:5][C:6]([N:10]3[C:15]4[N:16]=[C:17](S(C)(=O)=O)[N:18]=[CH:19][C:14]=4[C:13](=[O:24])[C:12]([C:25]([NH2:27])=[O:26])=[CH:11]3)=[CH:7][CH:8]=2)[CH2:3][CH2:2]1.[CH3:28][N:29]1[CH2:34][CH2:33][N:32]([CH2:35][C:36]2[CH:37]=[C:38]([NH2:42])[CH:39]=[CH:40][CH:41]=2)[CH2:31][CH2:30]1. Product: [CH2:1]1[C:9]2[C:4](=[CH:5][C:6]([N:10]3[C:15]4[N:16]=[C:17]([NH:42][C:38]5[CH:39]=[CH:40][CH:41]=[C:36]([CH2:35][N:32]6[CH2:31][CH2:30][N:29]([CH3:28])[CH2:34][CH2:33]6)[CH:37]=5)[N:18]=[CH:19][C:14]=4[C:13](=[O:24])[C:12]([C:25]([NH2:27])=[O:26])=[CH:11]3)=[CH:7][CH:8]=2)[CH2:3][CH2:2]1. The catalyst class is: 41. (5) Reactant: [NH:1]1[C:9]2[C:4](=[CH:5][CH:6]=[CH:7][CH:8]=2)[CH2:3][CH2:2]1.[CH:10]1N=CN(C(N2C=NC=C2)=S)C=1.[NH2:22][C:23]1[CH:28]=[CH:27][C:26]([CH2:29][C:30]([O:32][CH3:33])=[O:31])=[C:25]([F:34])[C:24]=1[OH:35]. Product: [F:34][C:25]1[C:24]2[O:35][C:10]([N:1]3[C:9]4[C:4](=[CH:5][CH:6]=[CH:7][CH:8]=4)[CH2:3][CH2:2]3)=[N:22][C:23]=2[CH:28]=[CH:27][C:26]=1[CH2:29][C:30]([O:32][CH3:33])=[O:31]. The catalyst class is: 1. (6) Product: [Br:1][C:2]1[CH:9]=[CH:8][CH:7]=[C:6]([Cl:10])[C:3]=1[CH2:4][OH:5]. Reactant: [Br:1][C:2]1[CH:9]=[CH:8][CH:7]=[C:6]([Cl:10])[C:3]=1[CH:4]=[O:5]. The catalyst class is: 14.